The task is: Predict which catalyst facilitates the given reaction.. This data is from Catalyst prediction with 721,799 reactions and 888 catalyst types from USPTO. (1) Reactant: [Cl-].[CH2:2]([C@@:5]1([C:10]([NH:12][C:13]2[CH:18]=[CH:17][CH:16]=[CH:15][C:14]=2[C:19]2[CH:24]=[CH:23][CH:22]=[CH:21][CH:20]=2)=[O:11])[CH2:9][CH2:8][CH2:7][NH2+:6]1)[CH:3]=[CH2:4].[Cl-].[C:26]([CH2:29][CH2:30][C:31]1[N:35]([CH3:36])[C:34]2[CH:37]=[CH:38][CH:39]=[CH:40][C:33]=2[NH+:32]=1)(O)=[O:27].O.ON1C2C=CC=CC=2N=N1.CN1CCOCC1. Product: [CH2:2]([C@@:5]1([C:10]([NH:12][C:13]2[CH:18]=[CH:17][CH:16]=[CH:15][C:14]=2[C:19]2[CH:24]=[CH:23][CH:22]=[CH:21][CH:20]=2)=[O:11])[CH2:9][CH2:8][CH2:7][N:6]1[C:26](=[O:27])[CH2:29][CH2:30][C:31]1[N:35]([CH3:36])[C:34]2[CH:37]=[CH:38][CH:39]=[CH:40][C:33]=2[N:32]=1)[CH:3]=[CH2:4]. The catalyst class is: 607. (2) Reactant: Br[C:2]1[CH:6]=[CH:5][N:4]([C:7]2[CH:12]=[CH:11][CH:10]=[CH:9][N:8]=2)[CH:3]=1.[CH3:13][O:14][C:15]1[CH:16]=[C:17](B(O)O)[CH:18]=[CH:19][CH:20]=1.C(=O)([O-])[O-].[K+].[K+].CCOC(C)=O. Product: [CH3:13][O:14][C:15]1[CH:20]=[C:19]([C:2]2[CH:6]=[CH:5][N:4]([C:7]3[CH:12]=[CH:11][CH:10]=[CH:9][N:8]=3)[CH:3]=2)[CH:18]=[CH:17][CH:16]=1. The catalyst class is: 108. (3) Reactant: C([Si]([O:18][CH2:19][CH2:20][CH2:21]/[CH:22]=[CH:23]/[CH:24]=[C:25](\[CH3:33])/[CH2:26][CH2:27][CH:28]1[O:32][CH2:31][CH2:30][O:29]1)(C1C=CC=CC=1)C1C=CC=CC=1)(C)(C)C.CCCC[N+](CCCC)(CCCC)CCCC.[F-]. Product: [O:29]1[CH2:30][CH2:31][O:32][CH:28]1[CH2:27][CH2:26]/[C:25](/[CH3:33])=[CH:24]/[CH:23]=[CH:22]/[CH2:21][CH2:20][CH2:19][OH:18]. The catalyst class is: 1. (4) Reactant: P(Cl)(Cl)Cl.[Cl:5][C:6]1[CH:11]=[C:10]([N+:12]([O-:14])=[O:13])[CH:9]=[CH:8][N+:7]=1[O-].C(=O)(O)[O-].[Na+]. Product: [Cl:5][C:6]1[CH:11]=[C:10]([N+:12]([O-:14])=[O:13])[CH:9]=[CH:8][N:7]=1. The catalyst class is: 22. (5) Reactant: [Br:1][C:2]1[N:6]2[CH2:7][CH2:8][CH2:9][N:10]([C:12]([O:14][C:15]([CH3:18])([CH3:17])[CH3:16])=[O:13])[CH2:11][C:5]2=[C:4]([C:19](O)=[O:20])[N:3]=1.[CH3:22][NH:23][C:24](=[O:31])[C@H:25]([CH2:27][CH:28]([CH3:30])[CH3:29])[NH2:26].CCN(C(C)C)C(C)C.CN(C(ON1N=NC2C=CC=CC1=2)=[N+](C)C)C.[B-](F)(F)(F)F. Product: [Br:1][C:2]1[N:6]2[CH2:7][CH2:8][CH2:9][N:10]([C:12]([O:14][C:15]([CH3:17])([CH3:18])[CH3:16])=[O:13])[CH2:11][C:5]2=[C:4]([C:19](=[O:20])[NH:26][C@@H:25]([CH2:27][CH:28]([CH3:30])[CH3:29])[C:24]([NH:23][CH3:22])=[O:31])[N:3]=1. The catalyst class is: 3. (6) Reactant: [CH3:1][O:2][C:3]1[CH:4]=[C:5]2[CH2:14][CH:13]([CH2:15][CH:16]3[CH2:21][CH2:20][N:19]([CH2:22][C:23]4[CH:24]=[CH:25][CH:26]=[CH:27][CH:28]=4)[CH2:18][CH2:17]3)[C:11](=[O:12])[C:6]2=[CH:7][C:8]=1[O:9][CH3:10].[P:29](=[O:33])([OH:32])([OH:31])[OH:30]. Product: [CH3:1][O:2][C:3]1[CH:4]=[C:5]2[CH2:14][CH:13]([CH2:15][CH:16]3[CH2:17][CH2:18][N:19]([CH2:22][C:23]4[CH:28]=[CH:27][CH:26]=[CH:25][CH:24]=4)[CH2:20][CH2:21]3)[C:11](=[O:12])[C:6]2=[CH:7][C:8]=1[O:9][CH3:10].[P:29]([O-:33])([O-:32])([O-:31])=[O:30]. The catalyst class is: 21.